Dataset: Forward reaction prediction with 1.9M reactions from USPTO patents (1976-2016). Task: Predict the product of the given reaction. Given the reactants [CH:1](=O)[CH3:2].[CH2:4]([Mg]Cl)[C:5]1[CH:10]=[CH:9][CH:8]=[CH:7][CH:6]=1.[CH3:13][NH2:14], predict the reaction product. The product is: [CH3:13][NH:14][CH:1]([CH2:4][C:5]1[CH:10]=[CH:9][CH:8]=[CH:7][CH:6]=1)[CH3:2].